This data is from Forward reaction prediction with 1.9M reactions from USPTO patents (1976-2016). The task is: Predict the product of the given reaction. (1) Given the reactants Br[C:2]1[CH:11]=[C:10]2[C:5]([CH:6]=[CH:7][N:8]=[CH:9]2)=[CH:4][CH:3]=1.[N:12]1[CH:17]=[CH:16][C:15](B(O)O)=[CH:14][CH:13]=1.C(=O)([O-])[O-].[Ca+2].C(COC)OC, predict the reaction product. The product is: [N:12]1[CH:17]=[CH:16][CH:15]=[CH:14][C:13]=1[C:2]1[CH:11]=[C:10]2[C:5]([CH:6]=[CH:7][N:8]=[CH:9]2)=[CH:4][CH:3]=1. (2) Given the reactants Cl.Cl[C:3]1[N:8]=[C:7]([N:9]2[CH2:14][CH2:13][CH:12]([OH:15])[CH2:11][CH2:10]2)[CH:6]=[C:5]([C:16]2[CH:17]=[N:18][N:19]([CH3:21])[CH:20]=2)[N:4]=1.[CH3:22][O:23][C:24]([C:26]1([C:30]2[CH:35]=[CH:34][C:33]([NH2:36])=[CH:32][CH:31]=2)[CH2:29][CH2:28][CH2:27]1)=[O:25], predict the reaction product. The product is: [CH3:22][O:23][C:24]([C:26]1([C:30]2[CH:31]=[CH:32][C:33]([NH:36][C:3]3[N:8]=[C:7]([N:9]4[CH2:14][CH2:13][CH:12]([OH:15])[CH2:11][CH2:10]4)[CH:6]=[C:5]([C:16]4[CH:17]=[N:18][N:19]([CH3:21])[CH:20]=4)[N:4]=3)=[CH:34][CH:35]=2)[CH2:27][CH2:28][CH2:29]1)=[O:25]. (3) Given the reactants Br[C:2]1[CH:3]=[CH:4][C:5]([C:10]2[CH:15]=[CH:14][N:13]=[C:12]([F:16])[CH:11]=2)=[C:6]([CH:9]=1)[C:7]#[N:8].[Cl-].[C:18]([O:22][C:23](=[O:26])[CH2:24][Zn+])([CH3:21])([CH3:20])[CH3:19].CCOCC, predict the reaction product. The product is: [C:7]([C:6]1[CH:9]=[C:2]([CH2:24][C:23]([O:22][C:18]([CH3:21])([CH3:20])[CH3:19])=[O:26])[CH:3]=[CH:4][C:5]=1[C:10]1[CH:15]=[CH:14][N:13]=[C:12]([F:16])[CH:11]=1)#[N:8]. (4) Given the reactants [NH:1]1[C:5]2[CH:6]=[CH:7][CH:8]=[C:9]([CH:10]=O)[C:4]=2[N:3]=[N:2]1.[CH3:12][C:13]1[CH:18]=[C:17]([CH3:19])[CH:16]=[C:15]([CH3:20])[C:14]=1[CH:21]1[CH2:26][C:25](=O)[CH2:24][C:23](=[O:28])[CH2:22]1.C([O-])(=O)C.[NH4+].[CH2:34]([O:36][C:37](=[O:47])[CH2:38][C:39](=O)[CH2:40][O:41][C:42]([CH3:45])([CH3:44])[CH3:43])[CH3:35].F[B-](F)(F)F.C([N+:57]1C=CN(C)C=1)CCC, predict the reaction product. The product is: [CH2:34]([O:36][C:37]([C:38]1[CH:10]([C:9]2[C:4]3[N:3]=[N:2][NH:1][C:5]=3[CH:6]=[CH:7][CH:8]=2)[C:24]2[C:23](=[O:28])[CH2:22][CH:21]([C:14]3[C:15]([CH3:20])=[CH:16][C:17]([CH3:19])=[CH:18][C:13]=3[CH3:12])[CH2:26][C:25]=2[NH:57][C:39]=1[CH2:40][O:41][C:42]([CH3:45])([CH3:44])[CH3:43])=[O:47])[CH3:35]. (5) Given the reactants [CH3:1][O:2][C:3]1[CH:11]=[CH:10][C:6]([C:7]([OH:9])=O)=[CH:5][C:4]=1[S:12][CH2:13][CH2:14][C:15]1[CH:16]=[C:17]([CH3:21])[CH:18]=[CH:19][CH:20]=1.F[P-](F)(F)(F)(F)F.N1(OC(N(C)C)=[N+](C)C)C2N=CC=CC=2N=N1.Cl.C[O:48][C:49]([C:51]1([NH2:60])[CH2:59][C:58]2[C:53](=[CH:54][CH:55]=[CH:56][CH:57]=2)[CH2:52]1)=[O:50].[Cl-].[Li+].[OH-].[Li+], predict the reaction product. The product is: [CH3:1][O:2][C:3]1[CH:11]=[CH:10][C:6]([C:7]([NH:60][C:51]2([C:49]([OH:50])=[O:48])[CH2:52][C:53]3[C:58](=[CH:57][CH:56]=[CH:55][CH:54]=3)[CH2:59]2)=[O:9])=[CH:5][C:4]=1[S:12][CH2:13][CH2:14][C:15]1[CH:16]=[C:17]([CH3:21])[CH:18]=[CH:19][CH:20]=1. (6) Given the reactants [NH:1]1[CH:5]=[C:4]([C:6]#[N:7])[N:3]=[CH:2]1.F[C:9]1[CH:14]=[CH:13][C:12]([N+:15]([O-:17])=[O:16])=[CH:11][C:10]=1[O:18][CH3:19].C([O-])([O-])=O.[K+].[K+], predict the reaction product. The product is: [CH3:19][O:18][C:10]1[CH:11]=[C:12]([N+:15]([O-:17])=[O:16])[CH:13]=[CH:14][C:9]=1[N:1]1[CH:5]=[C:4]([C:6]#[N:7])[N:3]=[CH:2]1.